This data is from Reaction yield outcomes from USPTO patents with 853,638 reactions. The task is: Predict the reaction yield, written as a fraction of the theoretical maximum amount of product (1.0 means a 100% yield; for example, 0.34 means a 34% yield). (1) The reactants are Cl.[F:2][C:3]1[CH:8]=[CH:7][C:6]([NH:9][NH2:10])=[CH:5][CH:4]=1.CN1CCCC1=O.[Br:18][C:19]1[CH:26]=[CH:25][C:22]([CH:23]=O)=[C:21](F)[CH:20]=1.CC([O-])(C)C.[K+]. The catalyst is CCCCCCC. The product is [Br:18][C:19]1[CH:26]=[C:25]2[C:22]([CH:23]=[N:10][N:9]2[C:6]2[CH:7]=[CH:8][C:3]([F:2])=[CH:4][CH:5]=2)=[CH:21][CH:20]=1. The yield is 0.540. (2) The reactants are [H-].[Na+].[F:3][C:4]1[CH:5]=[C:6]2[C:10](=[C:11]([C:13]3[CH:18]=[CH:17][C:16]([NH:19][S:20]([CH3:23])(=[O:22])=[O:21])=[CH:15][CH:14]=3)[CH:12]=1)[NH:9][CH:8]=[C:7]2[CH3:24].[Cl:25][C:26]1[CH:33]=[C:32]([Cl:34])[CH:31]=[CH:30][C:27]=1[CH2:28]Cl. The catalyst is CN(C=O)C. The product is [Cl:25][C:26]1[CH:33]=[C:32]([Cl:34])[CH:31]=[CH:30][C:27]=1[CH2:28][N:9]1[C:10]2[C:6](=[CH:5][C:4]([F:3])=[CH:12][C:11]=2[C:13]2[CH:18]=[CH:17][C:16]([NH:19][S:20]([CH3:23])(=[O:21])=[O:22])=[CH:15][CH:14]=2)[C:7]([CH3:24])=[CH:8]1. The yield is 0.300. (3) The catalyst is C(OCC)(=O)C. The yield is 0.440. The reactants are [F:1][C:2]1[CH:3]=[CH:4][C:5]2[N:6]([C:8]([C:11]3[N:16]=[C:15](O)[CH:14]=[CH:13][N:12]=3)=[CH:9][N:10]=2)[CH:7]=1.P(Cl)(Cl)([Cl:20])=O. The product is [Cl:20][C:15]1[CH:14]=[CH:13][N:12]=[C:11]([C:8]2[N:6]3[CH:7]=[C:2]([F:1])[CH:3]=[CH:4][C:5]3=[N:10][CH:9]=2)[N:16]=1. (4) The reactants are [F:1][C:2]1[CH:7]=[C:6]([C:8]([F:11])([F:10])[F:9])[CH:5]=[C:4]([C@@:12]([C:22]2[CH:27]=[CH:26][C:25]([F:28])=[CH:24][CH:23]=2)([N+:20]#[C-:21])[CH2:13][C:14]2[CH:19]=[CH:18][CH:17]=[CH:16][CH:15]=2)[CH:3]=1.[F:29][C:30]([F:35])([F:34])[CH2:31][CH:32]=[O:33].N1C=CC=CC=1.FC(F)(F)C(O)=[O:45]. The catalyst is C(Cl)Cl. The product is [F:29][C:30]([F:35])([F:34])[CH2:31][C@H:32]([OH:33])[C:21]([NH:20][C@@:12]([C:4]1[CH:5]=[C:6]([C:8]([F:10])([F:11])[F:9])[CH:7]=[C:2]([F:1])[CH:3]=1)([C:22]1[CH:27]=[CH:26][C:25]([F:28])=[CH:24][CH:23]=1)[CH2:13][C:14]1[CH:15]=[CH:16][CH:17]=[CH:18][CH:19]=1)=[O:45].[F:29][C:30]([F:35])([F:34])[CH2:31][C@@H:32]([OH:33])[C:21]([NH:20][C@@:12]([C:4]1[CH:5]=[C:6]([C:8]([F:10])([F:11])[F:9])[CH:7]=[C:2]([F:1])[CH:3]=1)([C:22]1[CH:27]=[CH:26][C:25]([F:28])=[CH:24][CH:23]=1)[CH2:13][C:14]1[CH:15]=[CH:16][CH:17]=[CH:18][CH:19]=1)=[O:45]. The yield is 0.360. (5) The reactants are Cl[C:2]1[N:7]=[CH:6][C:5]([C:8](=[O:10])[CH3:9])=[CH:4][CH:3]=1.[CH3:11][C:12]1[N:13]=[CH:14][NH:15][CH:16]=1.C([O-])([O-])=O.[K+].[K+]. The catalyst is CS(C)=O. The product is [CH3:11][C:12]1[N:13]=[CH:14][N:15]([C:2]2[N:7]=[CH:6][C:5]([C:8](=[O:10])[CH3:9])=[CH:4][CH:3]=2)[CH:16]=1. The yield is 0.670. (6) The reactants are Cl.[CH2:2]([O:9][C:10](=[O:18])[CH:11]([NH2:17])[C:12](=[O:16])[CH:13]([CH3:15])[CH3:14])[C:3]1[CH:8]=[CH:7][CH:6]=[CH:5][CH:4]=1.C(=O)([O-])[O-].[K+].[K+].[F:25][C:26]1[CH:34]=[CH:33][C:29]([C:30](Cl)=[O:31])=[CH:28][CH:27]=1.C(OCC)(=O)C. The catalyst is O.C(Cl)Cl. The product is [CH2:2]([O:9][C:10](=[O:18])[CH:11]([NH:17][C:30](=[O:31])[C:29]1[CH:33]=[CH:34][C:26]([F:25])=[CH:27][CH:28]=1)[C:12](=[O:16])[CH:13]([CH3:15])[CH3:14])[C:3]1[CH:8]=[CH:7][CH:6]=[CH:5][CH:4]=1. The yield is 1.04.